From a dataset of Catalyst prediction with 721,799 reactions and 888 catalyst types from USPTO. Predict which catalyst facilitates the given reaction. (1) Reactant: [CH2:1]([N:8]1[CH2:13][CH2:12][N:11]([C:14]([O:16][C:17]([CH3:20])([CH3:19])[CH3:18])=[O:15])[C@H:10]([CH2:21][C:22]2[CH:27]=[CH:26][C:25](OS(C(F)(F)F)(=O)=O)=[CH:24][CH:23]=2)[CH2:9]1)[C:2]1[CH:7]=[CH:6][CH:5]=[CH:4][CH:3]=1.[CH3:36][N:37](C=O)C. Product: [CH2:1]([N:8]1[CH2:13][CH2:12][N:11]([C:14]([O:16][C:17]([CH3:19])([CH3:18])[CH3:20])=[O:15])[C@H:10]([CH2:21][C:22]2[CH:23]=[CH:24][C:25]([C:36]#[N:37])=[CH:26][CH:27]=2)[CH2:9]1)[C:2]1[CH:7]=[CH:6][CH:5]=[CH:4][CH:3]=1. The catalyst class is: 267. (2) Reactant: [CH:1]([O:4][C:5]([N:7]1[CH2:11][CH2:10][CH:9]([O:12][C@@H:13]([C:15]([OH:17])=O)[CH3:14])[CH2:8]1)=[O:6])([CH3:3])[CH3:2].CC[N:20]=C=NCCCN(C)C.C1C=CC2N(O)N=NC=2C=1.N. Product: [CH:1]([O:4][C:5]([N:7]1[CH2:11][CH2:10][CH:9]([O:12][C@@H:13]([C:15](=[O:17])[NH2:20])[CH3:14])[CH2:8]1)=[O:6])([CH3:3])[CH3:2]. The catalyst class is: 523.